Dataset: Catalyst prediction with 721,799 reactions and 888 catalyst types from USPTO. Task: Predict which catalyst facilitates the given reaction. (1) Reactant: [OH:1][CH2:2][CH:3]1[CH2:12][CH2:11][C:10]2[CH:9]=[C:8]([C@@H:13]3[CH2:22][CH2:21][C@@:15]4([NH:19][C:18](=[O:20])[O:17][CH2:16]4)[CH2:14]3)[CH:7]=[CH:6][C:5]=2[CH2:4]1.[C:23]1([CH3:33])[CH:28]=[CH:27][C:26]([S:29](Cl)(=[O:31])=[O:30])=[CH:25][CH:24]=1. Product: [CH3:33][C:23]1[CH:28]=[CH:27][C:26]([S:29]([O:1][CH2:2][CH:3]2[CH2:12][CH2:11][C:10]3[C:5](=[CH:6][CH:7]=[C:8]([C@@H:13]4[CH2:22][CH2:21][C@@:15]5([NH:19][C:18](=[O:20])[O:17][CH2:16]5)[CH2:14]4)[CH:9]=3)[CH2:4]2)(=[O:31])=[O:30])=[CH:25][CH:24]=1. The catalyst class is: 17. (2) Reactant: [O:1]1[C:5]2[CH:6]=[CH:7][C:8]([CH2:10][CH:11]3[CH2:16][CH2:15][N:14](C(OC(C)(C)C)=O)[CH2:13][CH2:12]3)=[CH:9][C:4]=2[O:3][CH2:2]1.[ClH:24]. Product: [ClH:24].[O:1]1[C:5]2[CH:6]=[CH:7][C:8]([CH2:10][CH:11]3[CH2:16][CH2:15][NH:14][CH2:13][CH2:12]3)=[CH:9][C:4]=2[O:3][CH2:2]1. The catalyst class is: 12. (3) Reactant: Cl.[CH3:2][C:3]1[S:4][C:5]2[CH:11]=[CH:10][C:9]([N:12]3[CH2:17][CH2:16][NH:15][CH2:14][CH2:13]3)=[CH:8][C:6]=2[N:7]=1.[CH2:18]([O:22][C:23]1[CH:31]=[CH:30][C:29]([S:32]([CH3:35])(=[O:34])=[O:33])=[CH:28][C:24]=1[C:25](O)=[O:26])[CH:19]([CH3:21])[CH3:20].C(OCC)(=O)C. Product: [CH2:18]([O:22][C:23]1[CH:31]=[CH:30][C:29]([S:32]([CH3:35])(=[O:34])=[O:33])=[CH:28][C:24]=1[C:25]([N:15]1[CH2:14][CH2:13][N:12]([C:9]2[CH:10]=[CH:11][C:5]3[S:4][C:3]([CH3:2])=[N:7][C:6]=3[CH:8]=2)[CH2:17][CH2:16]1)=[O:26])[CH:19]([CH3:21])[CH3:20]. The catalyst class is: 10. (4) Reactant: [N:1]1[CH:6]=[CH:5][CH:4]=[CH:3][C:2]=1[C:7]1[N:11]2[N:12]=[CH:13][CH:14]=[CH:15][C:10]2=[CH:9][C:8]=1[CH2:16][OH:17]. Product: [N:1]1[CH:6]=[CH:5][CH:4]=[CH:3][C:2]=1[C:7]1[N:11]2[N:12]=[CH:13][CH:14]=[CH:15][C:10]2=[CH:9][C:8]=1[CH:16]=[O:17]. The catalyst class is: 697. (5) Reactant: [C:1]([C:4]1[CH:9]=[CH:8][C:7]([NH:10][C:11]2[N:15]([CH2:16][CH2:17][CH:18]3OCC[O:19]3)[C:14]3[CH:23]=[C:24]([C:27]([N:29]([CH2:35][CH2:36][CH:37]([CH3:39])[CH3:38])[CH2:30][CH2:31][CH:32]([CH3:34])[CH3:33])=[O:28])[CH:25]=[CH:26][C:13]=3[N:12]=2)=[CH:6][CH:5]=1)(=[O:3])[CH3:2].Cl. Product: [C:1]([C:4]1[CH:9]=[CH:8][C:7]([NH:10][C:11]2[N:15]([CH2:16][CH2:17][CH:18]=[O:19])[C:14]3[CH:23]=[C:24]([C:27]([N:29]([CH2:30][CH2:31][CH:32]([CH3:34])[CH3:33])[CH2:35][CH2:36][CH:37]([CH3:39])[CH3:38])=[O:28])[CH:25]=[CH:26][C:13]=3[N:12]=2)=[CH:6][CH:5]=1)(=[O:3])[CH3:2]. The catalyst class is: 7. (6) Reactant: [C:1]12[C:7](=[CH:8][CH:9]=[CH:10][CH:11]=1)[NH:6]C(=O)[O:4][C:2]2=O.[C:13]1([CH2:19][CH2:20][NH2:21])[CH:18]=[CH:17][CH:16]=[CH:15][CH:14]=1. Product: [NH2:6][C:7]1[CH:8]=[CH:9][CH:10]=[CH:11][C:1]=1[C:2]([NH:21][CH2:20][CH2:19][C:13]1[CH:18]=[CH:17][CH:16]=[CH:15][CH:14]=1)=[O:4]. The catalyst class is: 5. (7) The catalyst class is: 2. Reactant: CC(OI1(OC(C)=O)(OC(C)=O)OC(=O)C2C=CC=CC1=2)=O.[Br:23][C:24]1[CH:29]=[CH:28][C:27]([NH:30][C:31]2[C:39]([CH:40]([OH:46])[CH2:41][O:42][CH2:43][O:44][CH3:45])=[C:38]3[N:34]([CH2:35][CH2:36][CH2:37]3)[C:33](=[O:47])[C:32]=2[F:48])=[C:26]([F:49])[CH:25]=1.C([O-])(O)=O.[Na+].S([O-])([O-])(=O)=S.[Na+].[Na+]. Product: [Br:23][C:24]1[CH:29]=[CH:28][C:27]([NH:30][C:31]2[C:39]([C:40](=[O:46])[CH2:41][O:42][CH2:43][O:44][CH3:45])=[C:38]3[N:34]([CH2:35][CH2:36][CH2:37]3)[C:33](=[O:47])[C:32]=2[F:48])=[C:26]([F:49])[CH:25]=1. (8) Product: [CH2:16]([O:15][C:13]([N:4]1[CH2:5][CH2:6][CH2:7][C@H:2]([CH3:1])[C@@H:3]1[C:8]([OH:10])=[O:9])=[O:14])[C:17]1[CH:22]=[CH:21][CH:20]=[CH:19][CH:18]=1. The catalyst class is: 12. Reactant: [CH3:1][C@H:2]1[CH2:7][CH2:6][CH2:5][NH:4][C@H:3]1[C:8]([OH:10])=[O:9].[OH-].[Na+].[C:13](Cl)([O:15][CH2:16][C:17]1[CH:22]=[CH:21][CH:20]=[CH:19][CH:18]=1)=[O:14]. (9) Reactant: [NH2:1][C:2]1[C:7]([OH:8])=[CH:6][N:5]=[C:4]([C:9]2[CH:14]=[CH:13][CH:12]=[CH:11][CH:10]=2)[N:3]=1.C(=O)([O-])[O-].[K+].[K+].Br[CH2:22][CH2:23]Br.O. Product: [C:9]1([C:4]2[N:5]=[CH:6][C:7]3[O:8][CH2:22][CH2:23][NH:1][C:2]=3[N:3]=2)[CH:14]=[CH:13][CH:12]=[CH:11][CH:10]=1. The catalyst class is: 9. (10) Product: [CH:1]1([N:7]2[C:11]([CH2:12][OH:13])=[CH:10][C:9]([CH3:17])=[N:8]2)[CH2:2][CH2:3][CH2:4][CH2:5][CH2:6]1. Reactant: [CH:1]1([N:7]2[C:11]([C:12](OCC)=[O:13])=[CH:10][C:9]([CH3:17])=[N:8]2)[CH2:6][CH2:5][CH2:4][CH2:3][CH2:2]1.[BH4-].[Li+]. The catalyst class is: 7.